The task is: Predict the reactants needed to synthesize the given product.. This data is from Full USPTO retrosynthesis dataset with 1.9M reactions from patents (1976-2016). (1) Given the product [Cl:13][C:4]1[CH:3]=[C:2]([NH:14][C:15]2[CH:20]=[CH:19][C:18]([N:21]3[CH2:26][CH2:25][N:24]([C:27]([O:29][C:30]([CH3:31])([CH3:32])[CH3:33])=[O:28])[CH2:23][CH2:22]3)=[CH:17][C:16]=2[O:34][CH3:35])[C:11]2[C:10](=[O:12])[NH:9][CH:8]=[N:7][C:6]=2[N:5]=1, predict the reactants needed to synthesize it. The reactants are: Cl[C:2]1[C:11]2[C:10](=[O:12])[NH:9][CH:8]=[N:7][C:6]=2[N:5]=[C:4]([Cl:13])[CH:3]=1.[NH2:14][C:15]1[CH:20]=[CH:19][C:18]([N:21]2[CH2:26][CH2:25][N:24]([C:27]([O:29][C:30]([CH3:33])([CH3:32])[CH3:31])=[O:28])[CH2:23][CH2:22]2)=[CH:17][C:16]=1[O:34][CH3:35].C(N(C(C)C)CC)(C)C. (2) Given the product [CH3:28][O:27][C:10]1([C:21]2[CH:26]=[CH:25][CH:24]=[CH:23][CH:22]=2)[CH2:9][CH2:8][C:7]2[C:6]([C:4]([OH:5])=[O:3])=[CH:20][C:14]3[N:15]([CH3:19])[C:16]([CH3:18])=[N:17][C:13]=3[C:12]=2[O:11]1, predict the reactants needed to synthesize it. The reactants are: C([O:3][C:4]([C:6]1[C:7]2[CH2:8][CH2:9][C:10]([O:27][CH3:28])([C:21]3[CH:26]=[CH:25][CH:24]=[CH:23][CH:22]=3)[O:11][C:12]=2[C:13]2[N:17]=[C:16]([CH3:18])[N:15]([CH3:19])[C:14]=2[CH:20]=1)=[O:5])C.[OH-].[K+]. (3) The reactants are: CO[C:3]1[CH:8]=[C:7]([C:9]([C:12]2[CH:17]=[CH:16][CH:15]=[C:14]([O:18][C:19](F)(F)F)[CH:13]=2)([CH3:11])[CH3:10])[CH:6]=[C:5]([N+:23]([O-])=O)C=1.[Cl:26]C(Cl)(C1C=C(OC)C=C(Cl)C=1)C1C=CN=CC=1. Given the product [Cl:26][C:16]1[CH:17]=[C:12]([C:9]([C:7]2[CH:6]=[CH:5][N:23]=[CH:3][CH:8]=2)([CH3:11])[CH3:10])[CH:13]=[C:14]([O:18][CH3:19])[CH:15]=1, predict the reactants needed to synthesize it. (4) The reactants are: [CH2:1]([O:3][C:4](=[O:17])[C:5]([O:8][C:9]1[CH:14]=[CH:13][C:12]([OH:15])=[CH:11][C:10]=1[CH3:16])([CH3:7])[CH3:6])[CH3:2].[F:18][CH:19]([F:38])[N:20]1[C:24]([C:25]2[CH:30]=[CH:29][C:28]([O:31][C:32]([F:35])([F:34])[F:33])=[CH:27][CH:26]=2)=[CH:23][C:22]([CH2:36]O)=[N:21]1.CN(C)C(N=NC(N(C)C)=O)=O.C(P(CCCC)CCCC)CCC. Given the product [CH2:1]([O:3][C:4](=[O:17])[C:5]([O:8][C:9]1[CH:14]=[CH:13][C:12]([O:15][CH2:36][C:22]2[CH:23]=[C:24]([C:25]3[CH:26]=[CH:27][C:28]([O:31][C:32]([F:34])([F:33])[F:35])=[CH:29][CH:30]=3)[N:20]([CH:19]([F:38])[F:18])[N:21]=2)=[CH:11][C:10]=1[CH3:16])([CH3:6])[CH3:7])[CH3:2], predict the reactants needed to synthesize it. (5) Given the product [CH:28]1([NH:27][C:2]2[N:10]=[CH:9][N:8]=[C:7]3[C:3]=2[N:4]=[CH:5][N:6]3[C@H:11]2[C@@H:15]3[O:16][C:17]([CH3:20])([CH3:19])[O:18][C@@H:14]3[C@@H:13]([CH2:21][CH2:22][S:23]([NH2:26])(=[O:25])=[O:24])[O:12]2)[C:36]2[C:31](=[CH:32][CH:33]=[CH:34][CH:35]=2)[CH2:30][CH2:29]1, predict the reactants needed to synthesize it. The reactants are: Cl[C:2]1[N:10]=[CH:9][N:8]=[C:7]2[C:3]=1[N:4]=[CH:5][N:6]2[C@H:11]1[C@@H:15]2[O:16][C:17]([CH3:20])([CH3:19])[O:18][C@@H:14]2[C@@H:13]([CH2:21][CH2:22][S:23]([NH2:26])(=[O:25])=[O:24])[O:12]1.[NH2:27][C@@H:28]1[C:36]2[C:31](=[CH:32][CH:33]=[CH:34][CH:35]=2)[CH2:30][CH2:29]1.C(N(CC)C(C)C)(C)C.C(O)C. (6) Given the product [F:17][C:2]([F:1])([F:16])[CH2:3][NH:4][C:5]1[C:10]([NH:11][C:27]([C:22]2[C:21]([S:20][CH2:18][CH3:19])=[CH:26][CH:25]=[CH:24][N:23]=2)=[O:28])=[CH:9][C:8]([C:12]([F:13])([F:14])[F:15])=[CH:7][N:6]=1, predict the reactants needed to synthesize it. The reactants are: [F:1][C:2]([F:17])([F:16])[CH2:3][NH:4][C:5]1[C:10]([NH2:11])=[CH:9][C:8]([C:12]([F:15])([F:14])[F:13])=[CH:7][N:6]=1.[CH2:18]([S:20][C:21]1[C:22]([C:27](O)=[O:28])=[N:23][CH:24]=[CH:25][CH:26]=1)[CH3:19].CCN=C=NCCCN(C)C.Cl.C1C=CC2N(O)N=NC=2C=1.C(O)(=O)CC(CC(O)=O)(C(O)=O)O. (7) Given the product [Br:1][C:2]1[C:6]2[CH:7]=[C:8]([O:11][CH3:12])[CH:9]=[CH:10][C:5]=2[O:4][CH:3]=1, predict the reactants needed to synthesize it. The reactants are: [Br:1][C:2]1[C:6]2[CH:7]=[C:8]([O:11][CH3:12])[CH:9]=[CH:10][C:5]=2[O:4][C:3]=1C(O)=O.N1C2C(=CC=CC=2)C=CC=1. (8) Given the product [Cl:17][C:18]1[C:19]([CH3:28])=[C:20]2[C:24](=[CH:25][CH:26]=1)[NH:23][C:22](=[O:27])[C:21]2=[CH:1][C:3]1[NH:4][C:5]2[CH2:6][CH2:7][CH2:8][CH2:9][C:10]=2[C:11]=1[CH2:12][CH2:16][C:35]([OH:38])=[O:37], predict the reactants needed to synthesize it. The reactants are: [CH:1]([C:3]1[NH:4][C:5]2[CH2:6][CH2:7][CH2:8][CH2:9][C:10]=2[C:11]=1[CH:12]([CH3:16])C(O)=O)=O.[Cl:17][C:18]1[C:19]([CH3:28])=[C:20]2[C:24](=[CH:25][CH:26]=1)[NH:23][C:22](=[O:27])[CH2:21]2.N1CCCCC1.[C:35]([OH:38])(=[O:37])C. (9) Given the product [Cl:11][C:6]1[N:5]=[CH:4][N:3]=[C:2]([NH:20][C:17]2[CH:18]=[N:19][C:14]([O:13][CH3:12])=[CH:15][CH:16]=2)[C:7]=1[N+:8]([O-:10])=[O:9], predict the reactants needed to synthesize it. The reactants are: Cl[C:2]1[C:7]([N+:8]([O-:10])=[O:9])=[C:6]([Cl:11])[N:5]=[CH:4][N:3]=1.[CH3:12][O:13][C:14]1[N:19]=[CH:18][C:17]([NH2:20])=[CH:16][CH:15]=1.C(N(CC)CC)C.